This data is from Full USPTO retrosynthesis dataset with 1.9M reactions from patents (1976-2016). The task is: Predict the reactants needed to synthesize the given product. (1) Given the product [Br:21][C:4]1[C:3]([C:10]2[C:14]([Br:15])=[C:13]([O:16][CH:17]([F:18])[F:19])[N:12]([CH3:20])[N:11]=2)=[C:2]([Cl:1])[CH:8]=[C:7]([Cl:9])[C:5]=1[NH2:6], predict the reactants needed to synthesize it. The reactants are: [Cl:1][C:2]1[CH:8]=[C:7]([Cl:9])[C:5]([NH2:6])=[CH:4][C:3]=1[C:10]1[C:14]([Br:15])=[C:13]([O:16][CH:17]([F:19])[F:18])[N:12]([CH3:20])[N:11]=1.[Br:21]Br.CO.O. (2) Given the product [C:18]([Si:5]([C:1]([CH3:4])([CH3:3])[CH3:2])([OH:17])[CH2:6][C:7]([OH:9])=[O:8])([CH3:20])([CH3:21])[CH3:19], predict the reactants needed to synthesize it. The reactants are: [C:1]([Si:5]([C:18]([CH3:21])([CH3:20])[CH3:19])([OH:17])[CH2:6][C:7]([O:9]CC1C=CC=CC=1)=[O:8])([CH3:4])([CH3:3])[CH3:2].[H][H].